This data is from NCI-60 drug combinations with 297,098 pairs across 59 cell lines. The task is: Regression. Given two drug SMILES strings and cell line genomic features, predict the synergy score measuring deviation from expected non-interaction effect. (1) Drug 1: C1CN1C2=NC(=NC(=N2)N3CC3)N4CC4. Drug 2: C(CCl)NC(=O)N(CCCl)N=O. Cell line: NCI-H226. Synergy scores: CSS=4.66, Synergy_ZIP=-4.19, Synergy_Bliss=-2.87, Synergy_Loewe=-1.41, Synergy_HSA=-1.12. (2) Drug 1: CNC(=O)C1=CC=CC=C1SC2=CC3=C(C=C2)C(=NN3)C=CC4=CC=CC=N4. Drug 2: COCCOC1=C(C=C2C(=C1)C(=NC=N2)NC3=CC=CC(=C3)C#C)OCCOC.Cl. Cell line: HOP-62. Synergy scores: CSS=3.67, Synergy_ZIP=1.29, Synergy_Bliss=5.65, Synergy_Loewe=2.19, Synergy_HSA=2.39. (3) Drug 1: C1CCC(C1)C(CC#N)N2C=C(C=N2)C3=C4C=CNC4=NC=N3. Drug 2: CC(C)(C#N)C1=CC(=CC(=C1)CN2C=NC=N2)C(C)(C)C#N. Cell line: SK-MEL-2. Synergy scores: CSS=-0.320, Synergy_ZIP=2.57, Synergy_Bliss=6.05, Synergy_Loewe=0.109, Synergy_HSA=0.109. (4) Drug 1: CN(C)N=NC1=C(NC=N1)C(=O)N. Drug 2: CC12CCC3C(C1CCC2O)C(CC4=C3C=CC(=C4)O)CCCCCCCCCS(=O)CCCC(C(F)(F)F)(F)F. Cell line: NCI-H460. Synergy scores: CSS=21.3, Synergy_ZIP=-1.67, Synergy_Bliss=2.64, Synergy_Loewe=1.46, Synergy_HSA=1.64. (5) Drug 1: CN1C(=O)N2C=NC(=C2N=N1)C(=O)N. Drug 2: COC1=NC(=NC2=C1N=CN2C3C(C(C(O3)CO)O)O)N. Cell line: SW-620. Synergy scores: CSS=11.3, Synergy_ZIP=0.482, Synergy_Bliss=3.88, Synergy_Loewe=-1.58, Synergy_HSA=1.44. (6) Drug 1: CC1=C(C=C(C=C1)NC2=NC=CC(=N2)N(C)C3=CC4=NN(C(=C4C=C3)C)C)S(=O)(=O)N.Cl. Drug 2: CCC1(CC2CC(C3=C(CCN(C2)C1)C4=CC=CC=C4N3)(C5=C(C=C6C(=C5)C78CCN9C7C(C=CC9)(C(C(C8N6C=O)(C(=O)OC)O)OC(=O)C)CC)OC)C(=O)OC)O.OS(=O)(=O)O. Cell line: NCI-H460. Synergy scores: CSS=16.7, Synergy_ZIP=16.6, Synergy_Bliss=13.7, Synergy_Loewe=-0.415, Synergy_HSA=9.63.